This data is from NCI-60 drug combinations with 297,098 pairs across 59 cell lines. The task is: Regression. Given two drug SMILES strings and cell line genomic features, predict the synergy score measuring deviation from expected non-interaction effect. Drug 1: C1=C(C(=O)NC(=O)N1)N(CCCl)CCCl. Drug 2: CCC1(CC2CC(C3=C(CCN(C2)C1)C4=CC=CC=C4N3)(C5=C(C=C6C(=C5)C78CCN9C7C(C=CC9)(C(C(C8N6C=O)(C(=O)OC)O)OC(=O)C)CC)OC)C(=O)OC)O.OS(=O)(=O)O. Cell line: DU-145. Synergy scores: CSS=20.1, Synergy_ZIP=13.0, Synergy_Bliss=16.2, Synergy_Loewe=13.3, Synergy_HSA=14.6.